From a dataset of NCI-60 drug combinations with 297,098 pairs across 59 cell lines. Regression. Given two drug SMILES strings and cell line genomic features, predict the synergy score measuring deviation from expected non-interaction effect. (1) Drug 1: C1CCC(C1)C(CC#N)N2C=C(C=N2)C3=C4C=CNC4=NC=N3. Drug 2: CC1=CC=C(C=C1)C2=CC(=NN2C3=CC=C(C=C3)S(=O)(=O)N)C(F)(F)F. Cell line: A498. Synergy scores: CSS=3.94, Synergy_ZIP=-0.714, Synergy_Bliss=2.34, Synergy_Loewe=0.994, Synergy_HSA=1.34. (2) Drug 1: CS(=O)(=O)C1=CC(=C(C=C1)C(=O)NC2=CC(=C(C=C2)Cl)C3=CC=CC=N3)Cl. Drug 2: C1CC(C1)(C(=O)O)C(=O)O.[NH2-].[NH2-].[Pt+2]. Cell line: CAKI-1. Synergy scores: CSS=22.9, Synergy_ZIP=-6.47, Synergy_Bliss=-6.72, Synergy_Loewe=-12.1, Synergy_HSA=-5.42. (3) Drug 1: C1=C(C(=O)NC(=O)N1)F. Drug 2: CCC1(C2=C(COC1=O)C(=O)N3CC4=CC5=C(C=CC(=C5CN(C)C)O)N=C4C3=C2)O.Cl. Cell line: HOP-92. Synergy scores: CSS=15.8, Synergy_ZIP=-8.66, Synergy_Bliss=-9.04, Synergy_Loewe=-2.86, Synergy_HSA=-2.01. (4) Drug 1: C(CN)CNCCSP(=O)(O)O. Drug 2: COCCOC1=C(C=C2C(=C1)C(=NC=N2)NC3=CC=CC(=C3)C#C)OCCOC.Cl. Cell line: BT-549. Synergy scores: CSS=-1.12, Synergy_ZIP=1.92, Synergy_Bliss=2.62, Synergy_Loewe=-0.100, Synergy_HSA=-0.216.